Dataset: Reaction yield outcomes from USPTO patents with 853,638 reactions. Task: Predict the reaction yield, written as a fraction of the theoretical maximum amount of product (1.0 means a 100% yield; for example, 0.34 means a 34% yield). The reactants are Br[C:2]1[C:7](=[O:8])[N:6]([CH2:9][C:10]2[CH:15]=[CH:14][C:13]([C:16]3[C:17]([C:22]#[N:23])=[CH:18][CH:19]=[CH:20][CH:21]=3)=[CH:12][C:11]=2[F:24])[C:5]([CH2:25][CH2:26][CH3:27])=[N:4][C:3]=1[CH3:28].[CH:29]([O:32][C:33]1[CH:38]=[CH:37][C:36](B(O)O)=[CH:35][CH:34]=1)([CH3:31])[CH3:30].C(=O)([O-])[O-].[Cs+].[Cs+]. The catalyst is O1CCOCC1.C(OCC)(=O)C.C1C=CC(P(C2C=CC=CC=2)[C-]2C=CC=C2)=CC=1.C1C=CC(P(C2C=CC=CC=2)[C-]2C=CC=C2)=CC=1.Cl[Pd]Cl.[Fe+2]. The product is [F:24][C:11]1[CH:12]=[C:13]([C:16]2[C:17]([C:22]#[N:23])=[CH:18][CH:19]=[CH:20][CH:21]=2)[CH:14]=[CH:15][C:10]=1[CH2:9][N:6]1[C:7](=[O:8])[C:2]([C:36]2[CH:37]=[CH:38][C:33]([O:32][CH:29]([CH3:31])[CH3:30])=[CH:34][CH:35]=2)=[C:3]([CH3:28])[N:4]=[C:5]1[CH2:25][CH2:26][CH3:27]. The yield is 0.670.